Dataset: NCI-60 drug combinations with 297,098 pairs across 59 cell lines. Task: Regression. Given two drug SMILES strings and cell line genomic features, predict the synergy score measuring deviation from expected non-interaction effect. (1) Drug 1: CN(CCCl)CCCl.Cl. Drug 2: CCC1(C2=C(COC1=O)C(=O)N3CC4=CC5=C(C=CC(=C5CN(C)C)O)N=C4C3=C2)O.Cl. Cell line: HOP-62. Synergy scores: CSS=43.5, Synergy_ZIP=-1.36, Synergy_Bliss=8.19, Synergy_Loewe=-16.4, Synergy_HSA=5.56. (2) Drug 1: C1=C(C(=O)NC(=O)N1)F. Drug 2: CNC(=O)C1=NC=CC(=C1)OC2=CC=C(C=C2)NC(=O)NC3=CC(=C(C=C3)Cl)C(F)(F)F. Cell line: HCT-15. Synergy scores: CSS=50.1, Synergy_ZIP=-3.58, Synergy_Bliss=-3.45, Synergy_Loewe=-1.65, Synergy_HSA=1.04. (3) Drug 1: CC1C(C(CC(O1)OC2CC(CC3=C2C(=C4C(=C3O)C(=O)C5=C(C4=O)C(=CC=C5)OC)O)(C(=O)CO)O)N)O.Cl. Drug 2: C(CN)CNCCSP(=O)(O)O. Cell line: SK-OV-3. Synergy scores: CSS=1.16, Synergy_ZIP=-0.347, Synergy_Bliss=-0.983, Synergy_Loewe=-3.60, Synergy_HSA=-2.40. (4) Drug 1: CC1C(C(CC(O1)OC2CC(CC3=C2C(=C4C(=C3O)C(=O)C5=C(C4=O)C(=CC=C5)OC)O)(C(=O)C)O)N)O.Cl. Drug 2: N.N.Cl[Pt+2]Cl. Cell line: PC-3. Synergy scores: CSS=2.30, Synergy_ZIP=-5.69, Synergy_Bliss=-11.8, Synergy_Loewe=-11.1, Synergy_HSA=-11.1. (5) Drug 1: C1=CC(=CC=C1CCCC(=O)O)N(CCCl)CCCl. Drug 2: COCCOC1=C(C=C2C(=C1)C(=NC=N2)NC3=CC=CC(=C3)C#C)OCCOC.Cl. Cell line: UACC-257. Synergy scores: CSS=0.743, Synergy_ZIP=-3.22, Synergy_Bliss=-2.40, Synergy_Loewe=-3.37, Synergy_HSA=-2.99.